Dataset: Full USPTO retrosynthesis dataset with 1.9M reactions from patents (1976-2016). Task: Predict the reactants needed to synthesize the given product. (1) Given the product [C@@H:16]([NH:15][C:6]1[CH:5]=[C:4]([CH:9]=[C:8]([CH2:10][C:11]([F:14])([F:13])[CH3:12])[N:7]=1)[C:3]([OH:20])=[O:2])([CH2:18][CH3:19])[CH3:17], predict the reactants needed to synthesize it. The reactants are: C[O:2][C:3](=[O:20])[C:4]1[CH:9]=[C:8]([CH2:10][C:11]([F:14])([F:13])[CH3:12])[N:7]=[C:6]([NH:15][C@H:16]([CH2:18][CH3:19])[CH3:17])[CH:5]=1.[OH-].[Li+].Cl. (2) Given the product [F:22][C:20]1[CH:21]=[C:12]([NH:11][S:8]([C:5]2[CH:4]=[CH:3][C:2]([N:24]3[CH:28]=[CH:27][N:26]=[N:25]3)=[CH:7][N:6]=2)(=[O:10])=[O:9])[CH:13]=[C:14]([F:23])[C:15]=1[C:16]([O:18][CH3:19])=[O:17].[F:22][C:20]1[CH:21]=[C:12]([NH:11][S:8]([C:5]2[CH:4]=[CH:3][C:2]([N:25]3[N:26]=[CH:27][CH:28]=[N:24]3)=[CH:7][N:6]=2)(=[O:10])=[O:9])[CH:13]=[C:14]([F:23])[C:15]=1[C:16]([O:18][CH3:19])=[O:17], predict the reactants needed to synthesize it. The reactants are: Br[C:2]1[CH:3]=[CH:4][C:5]([S:8]([NH:11][C:12]2[CH:21]=[C:20]([F:22])[C:15]([C:16]([O:18][CH3:19])=[O:17])=[C:14]([F:23])[CH:13]=2)(=[O:10])=[O:9])=[N:6][CH:7]=1.[NH:24]1[CH:28]=[CH:27][N:26]=[N:25]1.P([O-])([O-])([O-])=O.[K+].[K+].[K+].CN(C1CCCCC1)C. (3) Given the product [Br:1][C:2]1[CH:3]=[C:4]([C:9]2[C:10]([C:21]([F:22])([F:24])[F:23])=[N:11][N:12]([C:15]3[N:20]=[CH:19][CH:18]=[CH:17][N:16]=3)[C:13]=2[N:14]=[CH:27][N:28]([CH3:30])[CH3:29])[CH:5]=[C:6]([Cl:8])[CH:7]=1, predict the reactants needed to synthesize it. The reactants are: [Br:1][C:2]1[CH:3]=[C:4]([C:9]2[C:10]([C:21]([F:24])([F:23])[F:22])=[N:11][N:12]([C:15]3[N:20]=[CH:19][CH:18]=[CH:17][N:16]=3)[C:13]=2[NH2:14])[CH:5]=[C:6]([Cl:8])[CH:7]=1.CO[CH:27](OC)[N:28]([CH3:30])[CH3:29]. (4) The reactants are: CC1C=CC(S(O[CH2:12][C:13]2[N:18]=[C:17]([N:19]3[CH2:23][CH2:22][CH2:21][CH:20]3[C:24]3[O:28][N:27]=[C:26]([C:29]4[CH:34]=[CH:33][CH:32]=[CH:31][N:30]=4)[CH:25]=3)[N:16]=[C:15]([NH:35][CH:36]3[CH:40]=[C:39]([CH3:41])[NH:38][N:37]3S(C3C=CC(C)=CC=3)(=O)=O)[CH:14]=2)(=O)=O)=CC=1.[NH:52]1[CH2:57][CH2:56][O:55][CH2:54][CH2:53]1. Given the product [O:55]1[CH2:56][CH2:57][N:52]([CH2:12][C:13]2[N:18]=[C:17]([N:19]3[CH2:23][CH2:22][CH2:21][CH:20]3[C:24]3[O:28][N:27]=[C:26]([C:29]4[CH:34]=[CH:33][CH:32]=[CH:31][N:30]=4)[CH:25]=3)[N:16]=[C:15]([NH:35][C:36]3[CH:40]=[C:39]([CH3:41])[NH:38][N:37]=3)[CH:14]=2)[CH2:53][CH2:54]1, predict the reactants needed to synthesize it. (5) Given the product [CH3:3][O:4][C:5]1[CH:12]=[CH:11][C:8]([C@@H:9]2[O:10][CH:14]=[N:13][C@H:15]2[C:16]([N:18]2[CH2:22][CH2:21][CH2:20][CH2:19]2)=[O:17])=[CH:7][CH:6]=1, predict the reactants needed to synthesize it. The reactants are: [OH-].[K+].[CH3:3][O:4][C:5]1[CH:12]=[CH:11][C:8]([CH:9]=[O:10])=[CH:7][CH:6]=1.[N+:13]([CH2:15][C:16]([N:18]1[CH2:22][CH2:21][CH2:20][CH2:19]1)=[O:17])#[C-:14].